Dataset: Peptide-MHC class II binding affinity with 134,281 pairs from IEDB. Task: Regression. Given a peptide amino acid sequence and an MHC pseudo amino acid sequence, predict their binding affinity value. This is MHC class II binding data. (1) The peptide sequence is YDKFLNNVSTVLTGK. The MHC is DRB1_0802 with pseudo-sequence DRB1_0802. The binding affinity (normalized) is 0.660. (2) The peptide sequence is DPYILLVSSKVSTVK. The MHC is DRB1_0101 with pseudo-sequence DRB1_0101. The binding affinity (normalized) is 0.865. (3) The peptide sequence is PELEEEMFKKRNLTI. The MHC is DRB1_1501 with pseudo-sequence DRB1_1501. The binding affinity (normalized) is 0.0999. (4) The peptide sequence is INEPTAAAIAYGLNR. The MHC is HLA-DQA10501-DQB10301 with pseudo-sequence HLA-DQA10501-DQB10301. The binding affinity (normalized) is 0.719. (5) The peptide sequence is PPDAASAAPLRTITA. The MHC is DRB1_0101 with pseudo-sequence DRB1_0101. The binding affinity (normalized) is 0.470. (6) The peptide sequence is FKTFEAAFTSSSKAA. The MHC is HLA-DQA10301-DQB10301 with pseudo-sequence HLA-DQA10301-DQB10301. The binding affinity (normalized) is 0.473.